This data is from Full USPTO retrosynthesis dataset with 1.9M reactions from patents (1976-2016). The task is: Predict the reactants needed to synthesize the given product. (1) Given the product [OH:9][CH2:8][C:7]1[CH:6]=[C:5]([CH:13]=[CH:12][CH:11]=1)[C:3]([OH:4])=[O:2], predict the reactants needed to synthesize it. The reactants are: C[O:2][C:3]([C:5]1[CH:6]=[C:7]([CH:11]=[CH:12][CH:13]=1)[C:8](O)=[O:9])=[O:4].C([BH-](CC)CC)C.[Li+]. (2) Given the product [OH:32][CH2:31][C@H:12]1[O:11][C@@:10]2([C:47]3[C:42](=[CH:43][C:44]([CH3:58])=[C:45]([CH2:48][C:49]4[CH:54]=[CH:53][C:52]([CH:55]([CH3:57])[CH3:56])=[CH:51][CH:50]=4)[CH:46]=3)[CH2:41][O:40]2)[C@H:9]([OH:8])[C@@H:14]([OH:15])[C@@H:13]1[OH:23], predict the reactants needed to synthesize it. The reactants are: C([O:8][C@@H:9]1[C@@H:14]([O:15]CC2C=CC=CC=2)[C@@H:13]([O:23]CC2C=CC=CC=2)[C@@H:12]([CH2:31][O:32]CC2C=CC=CC=2)[O:11][C@:10]21[C:47]1[C:42](=[CH:43][C:44]([CH3:58])=[C:45]([CH2:48][C:49]3[CH:54]=[CH:53][C:52]([CH:55]([CH3:57])[CH3:56])=[CH:51][CH:50]=3)[CH:46]=1)[CH2:41][O:40]2)C1C=CC=CC=1.